This data is from Forward reaction prediction with 1.9M reactions from USPTO patents (1976-2016). The task is: Predict the product of the given reaction. (1) Given the reactants [Cl:1][C:2]1[CH:7]=[CH:6][CH:5]=[C:4]([CH3:8])[C:3]=1[I:9].[Br:10]N1C(=O)CCC1=O.C(OOC(=O)C1C=CC=CC=1)(=O)C1C=CC=CC=1, predict the reaction product. The product is: [Br:10][CH2:8][C:4]1[CH:5]=[CH:6][CH:7]=[C:2]([Cl:1])[C:3]=1[I:9]. (2) Given the reactants [CH3:1][O:2][C:3]1[CH:8]=[C:7]([N+:9]([O-])=O)[CH:6]=[CH:5][C:4]=1[C:12]1[O:13][C:14]([C:17]2[C:18]([C:23]3[CH:28]=[CH:27][CH:26]=[CH:25][CH:24]=3)=[N:19][O:20][C:21]=2[CH3:22])=[N:15][N:16]=1.Cl.C(=O)([O-])[O-].[Na+].[Na+].C(OCC)(=O)C, predict the reaction product. The product is: [CH3:1][O:2][C:3]1[CH:8]=[C:7]([NH2:9])[CH:6]=[CH:5][C:4]=1[C:12]1[O:13][C:14]([C:17]2[C:18]([C:23]3[CH:24]=[CH:25][CH:26]=[CH:27][CH:28]=3)=[N:19][O:20][C:21]=2[CH3:22])=[N:15][N:16]=1. (3) Given the reactants [Br:1][C:2]1[CH:3]=[C:4]([CH:8]=[C:9]([Cl:11])[CH:10]=1)[C:5]([NH2:7])=O, predict the reaction product. The product is: [Br:1][C:2]1[CH:3]=[C:4]([CH2:5][NH2:7])[CH:8]=[C:9]([Cl:11])[CH:10]=1. (4) Given the reactants [Br:1][C:2]1[CH:7]=[CH:6][C:5]([OH:8])=[C:4]([CH2:9][CH3:10])[CH:3]=1.Cl[C:12]([F:17])([F:16])C([O-])=O.[Na+].C([O-])([O-])=O.[Cs+].[Cs+].Cl, predict the reaction product. The product is: [Br:1][C:2]1[CH:7]=[CH:6][C:5]([O:8][CH:12]([F:17])[F:16])=[C:4]([CH2:9][CH3:10])[CH:3]=1. (5) Given the reactants [NH2:1][C:2]1[C:7]([S:8]([NH:11][C@@H:12]2[CH2:16][CH2:15][N:14]([CH3:17])[CH2:13]2)(=[O:10])=[O:9])=[CH:6][C:5](Br)=[CH:4][N:3]=1.[CH3:19][C:20]1([CH3:44])[CH2:29][CH2:28][C:27]2[N:26]=[CH:25][N:24]=[C:23]([N:30]3[CH2:36][C:35]4[CH:37]=[C:38](B(O)O)[CH:39]=[CH:40][C:34]=4[O:33][CH2:32][CH2:31]3)[C:22]=2[CH2:21]1, predict the reaction product. The product is: [NH2:1][C:2]1[C:7]([S:8]([NH:11][C@@H:12]2[CH2:16][CH2:15][N:14]([CH3:17])[CH2:13]2)(=[O:10])=[O:9])=[CH:6][C:5]([C:38]2[CH:39]=[CH:40][C:34]3[O:33][CH2:32][CH2:31][N:30]([C:23]4[C:22]5[CH2:21][C:20]([CH3:19])([CH3:44])[CH2:29][CH2:28][C:27]=5[N:26]=[CH:25][N:24]=4)[CH2:36][C:35]=3[CH:37]=2)=[CH:4][N:3]=1. (6) Given the reactants [F:1][C:2]1[CH:3]=[C:4]([S:9]([NH2:12])(=[O:11])=[O:10])[CH:5]=[CH:6][C:7]=1F.[NH:13]1[CH2:18][CH2:17][NH:16][CH2:15][CH2:14]1, predict the reaction product. The product is: [F:1][C:2]1[CH:3]=[C:4]([S:9]([NH2:12])(=[O:11])=[O:10])[CH:5]=[CH:6][C:7]=1[N:13]1[CH2:18][CH2:17][NH:16][CH2:15][CH2:14]1.